This data is from Forward reaction prediction with 1.9M reactions from USPTO patents (1976-2016). The task is: Predict the product of the given reaction. (1) Given the reactants [CH2:1]([O:3][C:4](=[O:17])[C:5]([CH:7]1[CH2:12][CH2:11][C:10]([O:13][CH2:14][CH3:15])=[CH:9][C:8]1=O)=O)[CH3:2].[CH3:18][NH:19][NH2:20], predict the reaction product. The product is: [CH2:14]([O:13][C:10]1[CH2:11][CH2:12][C:7]2[C:5]([C:4]([O:3][CH2:1][CH3:2])=[O:17])=[N:20][N:19]([CH3:18])[C:8]=2[CH:9]=1)[CH3:15]. (2) Given the reactants C1CC1.[H-].[Na+].Cl[C:7]1[N:8]=[CH:9][C:10]([C:13]([NH:15][C:16]2[CH:17]=[CH:18][C:19]3[O:42][CH2:41][CH2:40][C@H:23]4[S:24](=[O:39])(=[O:38])[C:25]([CH3:37])([CH3:36])[C:26]([NH:28][C:29](=[O:35])[O:30][C:31]([CH3:34])([CH3:33])[CH3:32])=[N:27][C@:22]4([CH3:43])[C:20]=3[CH:21]=2)=[O:14])=[N:11][CH:12]=1.[Cl-].[NH4+].[CH2:46]1[CH2:50][O:49][CH2:48][CH2:47]1, predict the reaction product. The product is: [CH:46]1([CH2:50][O:49][C:7]2[N:8]=[CH:9][C:10]([C:13]([NH:15][C:16]3[CH:17]=[CH:18][C:19]4[O:42][CH2:41][CH2:40][C@H:23]5[S:24](=[O:39])(=[O:38])[C:25]([CH3:37])([CH3:36])[C:26]([NH:28][C:29](=[O:35])[O:30][C:31]([CH3:34])([CH3:33])[CH3:32])=[N:27][C@:22]5([CH3:43])[C:20]=4[CH:21]=3)=[O:14])=[N:11][CH:12]=2)[CH2:47][CH2:48]1. (3) Given the reactants ClC1[C:11]([OH:12])=[CH:10][C:5]([C:6]([O:8]C)=[O:7])=[CH:4][N:3]=1.Cl[N:14]1C(=O)C[CH2:16][C:15]1=O.O[C:22]1C=NC=C(C=1)C(OC)=O.[CH3:32][N:33]([CH3:36])[CH:34]=O, predict the reaction product. The product is: [CH3:22][O:12][C:11]1[C:32]([N:33]2[CH:36]=[C:15]([CH3:16])[N:14]=[CH:34]2)=[N:3][CH:4]=[C:5]([CH:10]=1)[C:6]([OH:8])=[O:7]. (4) Given the reactants [F:1][C:2]1[C:7]2[CH2:8][CH2:9][CH:10]([N:19]3[CH:23]=[C:22]([C:24]4[CH:29]=[CH:28][C:27]([C:30]5C=CN=CC=5)=[CH:26][C:25]=4F)[N:21]=[N:20]3)[C:11](=[O:18])[N:12]([CH2:13][C:14]([F:17])([F:16])[F:15])[C:6]=2[CH:5]=[CH:4][CH:3]=1.C(C1C=CC(C2[N:49]=[C:48]([CH3:50])[O:47][N:46]=2)=CC=1)#C, predict the reaction product. The product is: [F:1][C:2]1[C:7]2[CH2:8][CH2:9][CH:10]([N:19]3[CH:23]=[C:22]([C:24]4[CH:29]=[CH:28][C:27]([C:30]5[N:49]=[C:48]([CH3:50])[O:47][N:46]=5)=[CH:26][CH:25]=4)[N:21]=[N:20]3)[C:11](=[O:18])[N:12]([CH2:13][C:14]([F:17])([F:16])[F:15])[C:6]=2[CH:5]=[CH:4][CH:3]=1. (5) Given the reactants [CH3:1][C:2]1[CH:7]=[C:6]([C:8]2[CH:13]=[CH:12][CH:11]=[CH:10][CH:9]=2)[N:5]=[N:4][C:3]=1[N:14]1[CH2:19][CH2:18][N:17]([C:20]2[N:25]=[CH:24][CH:23]=[CH:22][N:21]=2)[CH2:16][CH2:15]1.[ClH:26], predict the reaction product. The product is: [ClH:26].[ClH:26].[CH3:1][C:2]1[CH:7]=[C:6]([C:8]2[CH:13]=[CH:12][CH:11]=[CH:10][CH:9]=2)[N:5]=[N:4][C:3]=1[N:14]1[CH2:15][CH2:16][N:17]([C:20]2[N:25]=[CH:24][CH:23]=[CH:22][N:21]=2)[CH2:18][CH2:19]1. (6) Given the reactants Br[C:2]1[CH:7]=[CH:6][C:5]([C:8]2[CH:13]=[C:12]([C:14]3[CH:19]=[CH:18][CH:17]=[CH:16][CH:15]=3)[N:11]=[C:10]([C:20]3[CH:25]=[CH:24][CH:23]=[CH:22][CH:21]=3)[N:9]=2)=[CH:4][CH:3]=1.C([Li])CCC.Br[B:32]1[N:36]([C:37]2[CH:42]=[CH:41][CH:40]=[CH:39][CH:38]=2)[C:35]2[CH:43]=[CH:44][CH:45]=[CH:46][C:34]=2[N:33]1[C:47]1[CH:52]=[CH:51][CH:50]=[CH:49][CH:48]=1.C(O)C, predict the reaction product. The product is: [C:20]1([C:10]2[N:9]=[C:8]([C:5]3[CH:6]=[CH:7][C:2]([B:32]4[N:36]([C:37]5[CH:38]=[CH:39][CH:40]=[CH:41][CH:42]=5)[C:35]5[CH:43]=[CH:44][CH:45]=[CH:46][C:34]=5[N:33]4[C:47]4[CH:48]=[CH:49][CH:50]=[CH:51][CH:52]=4)=[CH:3][CH:4]=3)[CH:13]=[C:12]([C:14]3[CH:19]=[CH:18][CH:17]=[CH:16][CH:15]=3)[N:11]=2)[CH:25]=[CH:24][CH:23]=[CH:22][CH:21]=1.